This data is from Full USPTO retrosynthesis dataset with 1.9M reactions from patents (1976-2016). The task is: Predict the reactants needed to synthesize the given product. Given the product [CH3:1][C:2]1[S:3][C:4]2[CH:10]=[CH:9][C:8]([C:11]([NH:17][C:16]3[CH:18]=[CH:19][C:20]([C:22]([F:23])([F:24])[F:25])=[CH:21][C:15]=3[CH3:14])=[O:13])=[CH:7][C:5]=2[N:6]=1, predict the reactants needed to synthesize it. The reactants are: [CH3:1][C:2]1[S:3][C:4]2[CH:10]=[CH:9][C:8]([C:11]([OH:13])=O)=[CH:7][C:5]=2[N:6]=1.[CH3:14][C:15]1[CH:21]=[C:20]([C:22]([F:25])([F:24])[F:23])[CH:19]=[CH:18][C:16]=1[NH2:17].C(Cl)CCl.